This data is from Full USPTO retrosynthesis dataset with 1.9M reactions from patents (1976-2016). The task is: Predict the reactants needed to synthesize the given product. Given the product [CH3:1][C:2]1[N:7]=[C:6]([C:8]([O:10][CH3:15])=[O:9])[CH:5]=[CH:4][CH:3]=1, predict the reactants needed to synthesize it. The reactants are: [CH3:1][C:2]1[N:7]=[C:6]([C:8]([OH:10])=[O:9])[CH:5]=[CH:4][CH:3]=1.S(Cl)(Cl)=O.[CH3:15]O.